Dataset: Forward reaction prediction with 1.9M reactions from USPTO patents (1976-2016). Task: Predict the product of the given reaction. (1) Given the reactants Cl[C:2]1[C:7]([NH2:8])=[C:6]([Cl:9])[CH:5]=[C:4]([C:10]2[CH:15]=[CH:14][CH:13]=[CH:12][CH:11]=2)[N:3]=1.[Si]([C:20]#[CH:21])(C)(C)C, predict the reaction product. The product is: [Cl:9][C:6]1[CH:5]=[C:4]([C:10]2[CH:15]=[CH:14][CH:13]=[CH:12][CH:11]=2)[N:3]=[C:2]([C:20]#[CH:21])[C:7]=1[NH2:8]. (2) Given the reactants [Cl:1][C:2]1[C:3]([N:7]2[CH2:12][CH2:11][NH:10][CH2:9][CH2:8]2)=[N:4][S:5][N:6]=1.C(N(CC)CC)C.[N:20]([C:23]1[CH:28]=[C:27]([C:29]([F:32])([F:31])[F:30])[CH:26]=[C:25]([C:33]([F:36])([F:35])[F:34])[CH:24]=1)=[C:21]=[O:22], predict the reaction product. The product is: [F:30][C:29]([F:31])([F:32])[C:27]1[CH:28]=[C:23]([NH:20][C:21]([N:10]2[CH2:9][CH2:8][N:7]([C:3]3[C:2]([Cl:1])=[N:6][S:5][N:4]=3)[CH2:12][CH2:11]2)=[O:22])[CH:24]=[C:25]([C:33]([F:36])([F:34])[F:35])[CH:26]=1. (3) The product is: [N:13]1([C:14]2[CH:15]=[CH:11][N:12]=[CH:4][CH:3]=2)[CH2:18][CH2:23][CH:22]([CH2:66][CH2:67][NH:83][C:84]([C:86]2[C:90]([CH3:91])=[C:89]([NH:92][C:93](=[O:101])[C:94]3[CH:99]=[CH:98][CH:97]=[CH:96][C:95]=3[Cl:100])[N:46]([C:42]3[CH:43]=[CH:44][CH:45]=[C:40]([O:39][CH3:38])[CH:41]=3)[N:47]=2)=[O:85])[CH2:21][CH2:20]1. Given the reactants N1C=[CH:4][CH:3]=N1.C(OC([C:11]1[C:15](C)=[C:14](N)[N:13]([C:18]2[CH:23]=[CH:22][CH:21]=[C:20](OC)C=2)[N:12]=1)=O)C.C(OC(=O)C(=O)C(C#N)C)C.Cl.[CH3:38][O:39][C:40]1[CH:41]=[C:42]([NH:46][NH2:47])[CH:43]=[CH:44][CH:45]=1.NC1N(C(OC(C)(C)C)=O)N=C(C(OC)=O)C=1.O=[C:66]1NC2C=CC=CC=2C(C2C=CC=CC=2)=N[CH:67]1[NH:83][C:84]([C:86]1[C:90]([CH3:91])=[C:89]([NH:92][C:93](=[O:101])[C:94]2[CH:99]=[CH:98][CH:97]=[CH:96][C:95]=2[Cl:100])N(C2C=CC=CN=2)N=1)=[O:85], predict the reaction product. (4) Given the reactants F[C:2]1[CH:12]=[CH:11][C:5]([C:6]([O:8]CC)=[O:7])=[CH:4][CH:3]=1.[C:13]([S:17][Na])([CH3:16])([CH3:15])[CH3:14], predict the reaction product. The product is: [C:13]([S:17][C:2]1[CH:3]=[CH:4][C:5]([C:6]([OH:8])=[O:7])=[CH:11][CH:12]=1)([CH3:16])([CH3:15])[CH3:14].